This data is from Peptide-MHC class I binding affinity with 185,985 pairs from IEDB/IMGT. The task is: Regression. Given a peptide amino acid sequence and an MHC pseudo amino acid sequence, predict their binding affinity value. This is MHC class I binding data. (1) The peptide sequence is AGAWGDLW. The MHC is Mamu-B3901 with pseudo-sequence Mamu-B3901. The binding affinity (normalized) is 0.509. (2) The peptide sequence is EIARIENEM. The MHC is HLA-A68:02 with pseudo-sequence HLA-A68:02. The binding affinity (normalized) is 0.804.